From a dataset of Full USPTO retrosynthesis dataset with 1.9M reactions from patents (1976-2016). Predict the reactants needed to synthesize the given product. (1) The reactants are: [C:1]([O:5][C:6]([NH:8][C@@H:9]([CH2:13][C:14]1[CH:19]=[CH:18][CH:17]=[CH:16][N:15]=1)[C:10]([OH:12])=[O:11])=[O:7])([CH3:4])([CH3:3])[CH3:2].[CH2:20](C(Cl)=O)[C:21]1[CH:26]=[CH:25][CH:24]=[CH:23][CH:22]=1. Given the product [C:1]([O:5][C:6]([NH:8][C@@H:9]([CH2:13][C:14]1[CH:19]=[CH:18][CH:17]=[CH:16][N:15]=1)[C:10]([O:12][CH2:20][C:21]1[CH:26]=[CH:25][CH:24]=[CH:23][CH:22]=1)=[O:11])=[O:7])([CH3:4])([CH3:2])[CH3:3], predict the reactants needed to synthesize it. (2) Given the product [N+:1]([C:4]1[CH:5]=[C:6]([C:11]2[O:12][C:13]3[CH:19]=[CH:18][C:17]([F:20])=[CH:16][C:14]=3[N:15]=2)[C:7]([NH:24][CH2:21][CH2:22][CH3:23])=[CH:8][CH:9]=1)([O-:3])=[O:2], predict the reactants needed to synthesize it. The reactants are: [N+:1]([C:4]1[CH:5]=[C:6]([C:11]2[O:12][C:13]3[CH:19]=[CH:18][C:17]([F:20])=[CH:16][C:14]=3[N:15]=2)[C:7](F)=[CH:8][CH:9]=1)([O-:3])=[O:2].[CH2:21]([NH2:24])[CH2:22][CH3:23]. (3) Given the product [C:12]([O:11][C:9]([N:39]1[CH2:38][CH2:37][CH:36]([CH:20]([C:19]([O:18][CH2:16][CH3:17])=[O:42])[CH2:21][N:22]2[CH2:27][CH2:26][CH:25]([C:28]3[CH:33]=[CH:32][C:31]([O:34][CH3:35])=[CH:30][CH:29]=3)[CH2:24][CH2:23]2)[CH2:41][CH2:40]1)=[O:10])([CH3:13])([CH3:14])[CH3:15], predict the reactants needed to synthesize it. The reactants are: [C:9](O[C:9]([O:11][C:12]([CH3:15])([CH3:14])[CH3:13])=[O:10])([O:11][C:12]([CH3:15])([CH3:14])[CH3:13])=[O:10].[CH2:16]([O:18][C:19](=[O:42])[CH:20]([CH:36]1[CH2:41][CH2:40][NH:39][CH2:38][CH2:37]1)[CH2:21][N:22]1[CH2:27][CH2:26][CH:25]([C:28]2[CH:33]=[CH:32][C:31]([O:34][CH3:35])=[CH:30][CH:29]=2)[CH2:24][CH2:23]1)[CH3:17]. (4) Given the product [Si:19]([O:18][C@@H:15]1[C@@:14]2([CH3:26])[N:13](/[C:11](=[N:10]/[C:4]3[CH:5]=[CH:6][C:7]([C:8]#[N:9])=[C:2]([Cl:1])[C:3]=3[CH3:29])/[O:12][CH2:27]2)[CH2:17][CH2:16]1)([C:22]([CH3:23])([CH3:25])[CH3:24])([CH3:20])[CH3:21].[Cl:1][C:2]1[C:3]([CH3:29])=[C:4]([N:10]2[CH2:26][C@@:14]3([CH3:27])[C@@H:15]([OH:18])[CH2:16][CH2:17][N:13]3[C:11]2=[O:12])[CH:5]=[CH:6][C:7]=1[C:8]#[N:9], predict the reactants needed to synthesize it. The reactants are: [Cl:1][C:2]1[C:3]([CH3:29])=[C:4]([NH:10][C:11]([N:13]2[CH2:17][CH2:16][C@H:15]([O:18][Si:19]([C:22]([CH3:25])([CH3:24])[CH3:23])([CH3:21])[CH3:20])[C@@:14]2([CH2:27]O)[CH3:26])=[O:12])[CH:5]=[CH:6][C:7]=1[C:8]#[N:9].CC(C)([O-])C.[K+].C1(C)C=CC(S(Cl)(=O)=O)=CC=1. (5) Given the product [Br:17][C:18]1[CH:19]=[CH:20][C:21]([Cl:28])=[C:22]([S:24]([NH:7][CH:1]2[CH2:6][CH2:5][CH2:4][CH2:3][CH2:2]2)(=[O:26])=[O:25])[CH:23]=1, predict the reactants needed to synthesize it. The reactants are: [CH:1]1([NH2:7])[CH2:6][CH2:5][CH2:4][CH2:3][CH2:2]1.CCN(C(C)C)C(C)C.[Br:17][C:18]1[CH:19]=[CH:20][C:21]([Cl:28])=[C:22]([S:24](Cl)(=[O:26])=[O:25])[CH:23]=1.Cl. (6) Given the product [NH2:8][C:9]1[C:14]([C:15]([NH2:17])=[O:16])=[C:13]([N:18]2[CH2:23][CH2:22][CH:21]([C:24]3[N:25]([CH2:40][CH:41]4[CH2:44][N:43]([CH3:2])[CH2:42]4)[CH:26]=[C:27]([C:29]4[CH:34]=[CH:33][C:32]([F:35])=[C:31]([C:36]([F:37])([F:39])[F:38])[CH:30]=4)[N:28]=3)[CH2:20][CH2:19]2)[N:12]=[CH:11][N:10]=1, predict the reactants needed to synthesize it. The reactants are: F[C:2](F)(F)C(O)=O.[NH2:8][C:9]1[C:14]([C:15]([NH2:17])=[O:16])=[C:13]([N:18]2[CH2:23][CH2:22][CH:21]([C:24]3[N:25]([CH2:40][CH:41]4[CH2:44][NH:43][CH2:42]4)[CH:26]=[C:27]([C:29]4[CH:34]=[CH:33][C:32]([F:35])=[C:31]([C:36]([F:39])([F:38])[F:37])[CH:30]=4)[N:28]=3)[CH2:20][CH2:19]2)[N:12]=[CH:11][N:10]=1.C(O)=O.C=O.